From a dataset of Forward reaction prediction with 1.9M reactions from USPTO patents (1976-2016). Predict the product of the given reaction. Given the reactants Br[CH2:2][CH2:3][CH2:4][CH2:5][CH2:6][CH2:7][CH2:8][CH2:9][CH2:10][OH:11].[S:12]1[C:16]2[CH:17]=[CH:18][CH:19]=[CH:20][C:15]=2[N:14]=[C:13]1[C:21]([N:23]1[CH2:28][C:27]2([CH2:33][CH2:32][NH:31][CH2:30][CH2:29]2)[O:26][CH2:25][CH2:24]1)=[O:22].C(N(CC)CC)C, predict the reaction product. The product is: [S:12]1[C:16]2[CH:17]=[CH:18][CH:19]=[CH:20][C:15]=2[N:14]=[C:13]1[C:21]([N:23]1[CH2:28][C:27]2([CH2:33][CH2:32][N:31]([CH2:2][CH2:3][CH2:4][CH2:5][CH2:6][CH2:7][CH2:8][CH2:9][CH2:10][OH:11])[CH2:30][CH2:29]2)[O:26][CH2:25][CH2:24]1)=[O:22].